From a dataset of Reaction yield outcomes from USPTO patents with 853,638 reactions. Predict the reaction yield, written as a fraction of the theoretical maximum amount of product (1.0 means a 100% yield; for example, 0.34 means a 34% yield). (1) The reactants are C(=O)([O-])[O-].[Cs+].[Cs+].Cl.Cl.[NH:9]1[CH2:12][CH:11]([C:13]2[NH:17][C:16]3[CH:18]=[CH:19][C:20]([Cl:22])=[CH:21][C:15]=3[N:14]=2)[CH2:10]1.F[C:24]1[CH:29]=[C:28]([CH:30]2[CH2:35][CH2:34][O:33][CH2:32][CH2:31]2)[CH:27]=[CH:26][N:25]=1.[Cl-].[NH4+]. The catalyst is CC(N(C)C)=O.C(OCC)(=O)C. The product is [Cl:22][C:20]1[CH:19]=[CH:18][C:16]2[NH:17][C:13]([CH:11]3[CH2:12][N:9]([C:26]4[CH:27]=[C:28]([CH:30]5[CH2:35][CH2:34][O:33][CH2:32][CH2:31]5)[CH:29]=[CH:24][N:25]=4)[CH2:10]3)=[N:14][C:15]=2[CH:21]=1. The yield is 0.510. (2) The reactants are Br[C:2]1[CH:7]=[CH:6][C:5]([CH2:8][CH2:9][NH:10][C:11]([C:13]2[C:22]([OH:23])=[CH:21][C:20]3[C:15](=[CH:16][CH:17]=[CH:18][CH:19]=3)[CH:14]=2)=[O:12])=[CH:4][CH:3]=1.[C:24]1(B(O)O)[CH:29]=[CH:28][CH:27]=[CH:26][CH:25]=1.C([O-])([O-])=O.[Na+].[Na+]. The catalyst is COCCOC.C1C=CC([P]([Pd]([P](C2C=CC=CC=2)(C2C=CC=CC=2)C2C=CC=CC=2)([P](C2C=CC=CC=2)(C2C=CC=CC=2)C2C=CC=CC=2)[P](C2C=CC=CC=2)(C2C=CC=CC=2)C2C=CC=CC=2)(C2C=CC=CC=2)C2C=CC=CC=2)=CC=1. The product is [C:2]1([C:24]2[CH:29]=[CH:28][CH:27]=[CH:26][CH:25]=2)[CH:7]=[CH:6][C:5]([CH2:8][CH2:9][NH:10][C:11]([C:13]2[C:22]([OH:23])=[CH:21][C:20]3[C:15](=[CH:16][CH:17]=[CH:18][CH:19]=3)[CH:14]=2)=[O:12])=[CH:4][CH:3]=1. The yield is 0.600.